Dataset: Catalyst prediction with 721,799 reactions and 888 catalyst types from USPTO. Task: Predict which catalyst facilitates the given reaction. (1) Reactant: [Cl:1][C:2]1[CH:3]=[C:4]([NH2:10])[C:5]([NH2:9])=[CH:6][C:7]=1[F:8].[F:11][C:12]([F:19])([F:18])[CH:13]([OH:17])[C:14](O)=O.Cl.C(=O)(O)[O-].[Na+]. Product: [Cl:1][C:2]1[C:7]([F:8])=[CH:6][C:5]2[NH:9][C:14]([CH:13]([OH:17])[C:12]([F:19])([F:18])[F:11])=[N:10][C:4]=2[CH:3]=1. The catalyst class is: 69. (2) Product: [F:26][C:22]1[C:21]([F:27])=[CH:20][CH:25]=[CH:24][C:23]=1[C:9]1[CH:17]=[CH:16][CH:15]=[C:14]2[C:10]=1[CH:11]=[CH:12][NH:13]2. Reactant: CC1(C)C(C)(C)OB([C:9]2[CH:17]=[CH:16][CH:15]=[C:14]3[C:10]=2[CH:11]=[CH:12][NH:13]3)O1.Br[C:20]1[CH:25]=[CH:24][CH:23]=[C:22]([F:26])[C:21]=1[F:27].[OH-].[Na+]. The catalyst class is: 7. (3) Reactant: [CH2:1]([N:8]([CH2:21][CH:22]([OH:24])[CH3:23])[C:9]([CH:11]1[C:14]2[CH:15]=[CH:16][C:17]([Br:20])=[C:18]([Cl:19])[C:13]=2[CH2:12]1)=[O:10])[C:2]1[CH:7]=[CH:6][CH:5]=[CH:4][CH:3]=1.CC(OI1(OC(C)=O)(OC(C)=O)OC(=O)C2C=CC=CC1=2)=O.C(=O)(O)[O-].[Na+]. Product: [CH2:1]([N:8]([CH2:21][C:22](=[O:24])[CH3:23])[C:9]([CH:11]1[C:14]2[CH:15]=[CH:16][C:17]([Br:20])=[C:18]([Cl:19])[C:13]=2[CH2:12]1)=[O:10])[C:2]1[CH:3]=[CH:4][CH:5]=[CH:6][CH:7]=1. The catalyst class is: 2. (4) Product: [CH2:29]([O:28][C:17]1[CH:18]=[C:19]([CH2:22][CH2:23][C:24]([O:26][CH3:27])=[O:25])[CH:20]=[CH:21][C:16]=1[C:14]1[CH:13]=[CH:12][CH:11]=[C:10]([NH:9][CH3:8])[N:15]=1)[CH3:30]. Reactant: C(OC([CH2:8][NH:9][C:10]1[N:15]=[C:14]([C:16]2[CH:21]=[CH:20][C:19]([CH2:22][CH2:23][C:24]([O:26][CH3:27])=[O:25])=[CH:18][C:17]=2[O:28][CH2:29][CH3:30])[CH:13]=[CH:12][CH:11]=1)=O)(C)(C)C.FC(F)(F)C(O)=O.C(=O)([O-])O.[Na+]. The catalyst class is: 4. (5) Reactant: ClC1C=CC=C(C(OO)=[O:9])C=1.[Cl:12][C:13]1[CH:18]=[CH:17][C:16]([S:19]([CH:21]([C:32]2[CH:37]=[C:36]([F:38])[CH:35]=[CH:34][C:33]=2[F:39])[C:22]2[C:23]([CH3:31])=[CH:24][C:25]([C:28]([NH2:30])=[O:29])=[N:26][CH:27]=2)=[O:20])=[CH:15][CH:14]=1. Product: [Cl:12][C:13]1[CH:18]=[CH:17][C:16]([S:19]([CH:21]([C:32]2[CH:37]=[C:36]([F:38])[CH:35]=[CH:34][C:33]=2[F:39])[C:22]2[C:23]([CH3:31])=[CH:24][C:25]([C:28]([NH2:30])=[O:29])=[N:26][CH:27]=2)(=[O:9])=[O:20])=[CH:15][CH:14]=1. The catalyst class is: 2. (6) Reactant: N1C=CN=C1.[O:6]=[S:7](Cl)Cl.[OH:10][CH2:11][C@@H:12]([NH:27][C:28](=[O:34])[O:29][C:30]([CH3:33])([CH3:32])[CH3:31])[C@H:13]([C:17]1[CH:22]=[CH:21][C:20]([C:23]([F:26])([F:25])[F:24])=[CH:19][CH:18]=1)[CH2:14][S:15][CH3:16]. Product: [CH3:16][S:15][CH2:14][C@H:13]([C@H:12]1[CH2:11][O:10][S:7](=[O:6])[N:27]1[C:28]([O:29][C:30]([CH3:33])([CH3:32])[CH3:31])=[O:34])[C:17]1[CH:22]=[CH:21][C:20]([C:23]([F:25])([F:26])[F:24])=[CH:19][CH:18]=1. The catalyst class is: 2. (7) Product: [CH3:6][O:7][CH2:8][CH2:9][N:3]([CH2:4][CH3:5])[CH2:1][CH3:2]. The catalyst class is: 6. Reactant: [CH2:1]([NH:3][CH2:4][CH3:5])[CH3:2].[CH3:6][O:7][CH2:8][CH2:9]Cl.[OH-].[Na+]. (8) Reactant: [CH3:1][C:2]([CH3:4])=O.C(O[BH-](OC(=O)C)OC(=O)C)(=O)C.[Na+].[Cl:19][C:20]1[CH:50]=[CH:49][C:23]2[N:24]3[C:28]([CH2:29][N:30]([CH:32]4[CH2:36][CH2:35][NH:34][CH2:33]4)[CH2:31][C:22]=2[CH:21]=1)=[N:27][N:26]=[C:25]3[CH:37]1[CH2:42][CH2:41][N:40]([C:43]2[CH:48]=[CH:47][CH:46]=[CH:45][N:44]=2)[CH2:39][CH2:38]1.C(=O)(O)[O-].[Na+]. Product: [ClH:19].[ClH:19].[ClH:19].[Cl:19][C:20]1[CH:50]=[CH:49][C:23]2[N:24]3[C:28]([CH2:29][N:30]([CH:32]4[CH2:36][CH2:35][N:34]([CH:2]([CH3:4])[CH3:1])[CH2:33]4)[CH2:31][C:22]=2[CH:21]=1)=[N:27][N:26]=[C:25]3[CH:37]1[CH2:38][CH2:39][N:40]([C:43]2[CH:48]=[CH:47][CH:46]=[CH:45][N:44]=2)[CH2:41][CH2:42]1. The catalyst class is: 4. (9) Reactant: CC1(C)S[C@@H]2[C@H](NC([C@H](N)C3C=CC=CC=3)=O)C(=O)[N:4]2[C@H]1C(O)=O.C[C@@H]1O[C@@H](O[C@H]2[C@H](O)[C@@H](O)[C@H](NC(N)=N)[C@@H](O)[C@@H]2NC(N)=N)[C@H]([O:49][C@@H:50]2[O:55][C@@H:54]([CH2:56]O)[C@H:53](O)[C@@H:52](O)[C@@H:51]2[NH:60]C)[C@@]1(O)C=O.CCCCO.CC(O)CO.C(O)CO.C([O-])(=O)CCCCCCC/C=C\CCCCCCCC.[Na+]. Product: [NH2:60][C@H:51]([C:50]([OH:55])=[O:49])[CH2:52][CH2:53][CH2:54][CH2:56][NH2:4]. The catalyst class is: 610. (10) Reactant: [C:1]([O:5][C:6]([N:8]1[CH2:12][CH2:11][CH2:10][C:9]1([CH2:16][O:17][CH2:18][C:19]1[CH:24]=[CH:23][CH:22]=[CH:21][CH:20]=1)[C:13](O)=[O:14])=[O:7])([CH3:4])([CH3:3])[CH3:2].[NH3:25]. Product: [C:1]([O:5][C:6]([N:8]1[CH2:12][CH2:11][CH2:10][C:9]1([CH2:16][O:17][CH2:18][C:19]1[CH:24]=[CH:23][CH:22]=[CH:21][CH:20]=1)[C:13](=[O:14])[NH2:25])=[O:7])([CH3:4])([CH3:3])[CH3:2]. The catalyst class is: 6.